Predict the reactants needed to synthesize the given product. From a dataset of Full USPTO retrosynthesis dataset with 1.9M reactions from patents (1976-2016). (1) Given the product [CH2:2]([O:9][C:10](=[O:53])[C@H:11]([CH:50]([CH3:51])[CH3:52])[N:12]([CH2:13][C:14]1[CH:15]=[CH:16][C:17]([C:20]2[CH:25]=[CH:24][CH:23]=[CH:22][C:21]=2[C:26]2[N:30]([C:31]([C:32]3[CH:33]=[CH:34][CH:35]=[CH:36][CH:37]=3)([C:38]3[CH:39]=[CH:40][CH:41]=[CH:42][CH:43]=3)[C:44]3[CH:49]=[CH:48][CH:47]=[CH:46][CH:45]=3)[N:29]=[N:28][N:27]=2)=[CH:18][CH:19]=1)[C:63](=[O:68])[CH2:64][CH2:65][CH2:66][CH3:67])[C:3]1[CH:4]=[CH:5][CH:6]=[CH:7][CH:8]=1, predict the reactants needed to synthesize it. The reactants are: Cl.[CH2:2]([O:9][C:10](=[O:53])[C@H:11]([CH:50]([CH3:52])[CH3:51])[NH:12][CH2:13][C:14]1[CH:19]=[CH:18][C:17]([C:20]2[CH:25]=[CH:24][CH:23]=[CH:22][C:21]=2[C:26]2[N:30]([C:31]([C:44]3[CH:49]=[CH:48][CH:47]=[CH:46][CH:45]=3)([C:38]3[CH:43]=[CH:42][CH:41]=[CH:40][CH:39]=3)[C:32]3[CH:37]=[CH:36][CH:35]=[CH:34][CH:33]=3)[N:29]=[N:28][N:27]=2)=[CH:16][CH:15]=1)[C:3]1[CH:8]=[CH:7][CH:6]=[CH:5][CH:4]=1.C(N(CC)C(C)C)(C)C.[C:63](Cl)(=[O:68])[CH2:64][CH2:65][CH2:66][CH3:67].O. (2) The reactants are: [F:1][C:2]([F:33])([F:32])[C:3]1[CH:8]=[CH:7][C:6]([CH2:9][CH2:10][C@@H:11]2[NH:16][CH2:15][CH2:14][N:13]([C:17]3[C:26]4[CH:25]=[C:24]([CH3:27])[S:23][C:22]=4[NH:21][C:20]4[CH:28]=[CH:29][CH:30]=[CH:31][C:19]=4[N:18]=3)[CH2:12]2)=[CH:5][CH:4]=1.C=O.[C:36](O[BH-](OC(=O)C)OC(=O)C)(=O)C.[Na+]. Given the product [F:33][C:2]([F:1])([F:32])[C:3]1[CH:8]=[CH:7][C:6]([CH2:9][CH2:10][C@@H:11]2[N:16]([CH3:36])[CH2:15][CH2:14][N:13]([C:17]3[C:26]4[CH:25]=[C:24]([CH3:27])[S:23][C:22]=4[NH:21][C:20]4[CH:28]=[CH:29][CH:30]=[CH:31][C:19]=4[N:18]=3)[CH2:12]2)=[CH:5][CH:4]=1, predict the reactants needed to synthesize it. (3) The reactants are: [CH3:1][O:2][C:3](=[O:18])[CH:4]([C@H:6]1[CH2:9][C@H:8]([O:10][CH2:11][C:12]2[CH:17]=[CH:16][CH:15]=[CH:14][CH:13]=2)[CH2:7]1)[CH3:5].[Li+].[CH3:20]C([N-]C(C)C)C.CCCCCC.IC. Given the product [CH3:1][O:2][C:3](=[O:18])[C:4]([C@H:6]1[CH2:7][C@H:8]([O:10][CH2:11][C:12]2[CH:13]=[CH:14][CH:15]=[CH:16][CH:17]=2)[CH2:9]1)([CH3:20])[CH3:5], predict the reactants needed to synthesize it. (4) Given the product [C:2]1([C:35]2[CH:40]=[CH:39][CH:38]=[CH:37][CH:36]=2)[CH:34]=[CH:33][CH:32]=[C:4]([CH2:5][O:6][C@H:7]2[CH2:11][CH2:10][N:9]([C:12]([CH3:31])([CH3:30])[CH2:13][CH2:14][C:15]([C:24]3[CH:29]=[CH:28][CH:27]=[CH:26][CH:25]=3)([C:18]3[CH:23]=[CH:22][CH:21]=[CH:20][CH:19]=3)[C:16]#[N:17])[CH2:8]2)[CH:3]=1, predict the reactants needed to synthesize it. The reactants are: Br[C:2]1[CH:3]=[C:4]([CH:32]=[CH:33][CH:34]=1)[CH2:5][O:6][C@H:7]1[CH2:11][CH2:10][N:9]([C:12]([CH3:31])([CH3:30])[CH2:13][CH2:14][C:15]([C:24]2[CH:29]=[CH:28][CH:27]=[CH:26][CH:25]=2)([C:18]2[CH:23]=[CH:22][CH:21]=[CH:20][CH:19]=2)[C:16]#[N:17])[CH2:8]1.[C:35]1(B(O)O)[CH:40]=[CH:39][CH:38]=[CH:37][CH:36]=1. (5) Given the product [CH3:17][O:16][CH:3]([O:2][CH3:1])[C:4]1[N:5]=[C:6]2[C:11]([CH2:10][CH2:9][CH2:8][NH:7]2)=[CH:12][C:13]=1[CH2:14][O:15][CH3:21], predict the reactants needed to synthesize it. The reactants are: [CH3:1][O:2][CH:3]([O:16][CH3:17])[C:4]1[C:13]([CH2:14][OH:15])=[CH:12][C:11]2[CH2:10][CH2:9][CH2:8][NH:7][C:6]=2[N:5]=1.[H-].[Na+].O.[CH2:21]1COCC1. (6) Given the product [C:1]([N:5]1[CH:9]=[C:8]([NH:10][C:11]([NH:13][C:14]2[CH:19]=[C:18]([C:20]3[C:31](=[O:32])[N:30]([CH3:33])[C:23]4[N:24]=[C:25]([NH:37][CH3:36])[N:26]=[CH:27][C:22]=4[CH:21]=3)[C:17]([CH3:34])=[CH:16][C:15]=2[F:35])=[O:12])[CH:7]=[N:6]1)([CH3:4])([CH3:3])[CH3:2], predict the reactants needed to synthesize it. The reactants are: [C:1]([N:5]1[CH:9]=[C:8]([NH:10][C:11]([NH:13][C:14]2[CH:19]=[C:18]([C:20]3[C:31](=[O:32])[N:30]([CH3:33])[C:23]4[N:24]=[C:25](SC)[N:26]=[CH:27][C:22]=4[CH:21]=3)[C:17]([CH3:34])=[CH:16][C:15]=2[F:35])=[O:12])[CH:7]=[N:6]1)([CH3:4])([CH3:3])[CH3:2].[CH3:36][NH2:37].C1COCC1. (7) Given the product [OH:1][C:2]1[CH:3]=[C:4]2[C:9](=[CH:10][CH:11]=1)[CH:8]=[C:7]([C:12]([N:15]1[CH2:20][CH2:19][O:18][CH2:17][CH2:16]1)=[O:14])[CH:6]=[CH:5]2, predict the reactants needed to synthesize it. The reactants are: [OH:1][C:2]1[CH:3]=[C:4]2[C:9](=[CH:10][CH:11]=1)[CH:8]=[C:7]([C:12]([OH:14])=O)[CH:6]=[CH:5]2.[NH:15]1[CH2:20][CH2:19][O:18][CH2:17][CH2:16]1.